Dataset: Forward reaction prediction with 1.9M reactions from USPTO patents (1976-2016). Task: Predict the product of the given reaction. (1) Given the reactants [OH:1][CH:2]([CH:8]([O:15][C:16]1[CH:21]=[CH:20][CH:19]=[CH:18][C:17]=1[N+:22]([O-])=O)[C:9]1[CH:14]=[CH:13][CH:12]=[CH:11][CH:10]=1)[C:3]([O:5][CH2:6][CH3:7])=[O:4], predict the reaction product. The product is: [NH2:22][C:17]1[CH:18]=[CH:19][CH:20]=[CH:21][C:16]=1[O:15][CH:8]([C:9]1[CH:14]=[CH:13][CH:12]=[CH:11][CH:10]=1)[CH:2]([OH:1])[C:3]([O:5][CH2:6][CH3:7])=[O:4]. (2) Given the reactants [O:1]1[CH:5]=[CH:4][CH:3]=[C:2]1[C:6]1[O:7][C:8]([CH3:36])=[C:9]([CH2:11][O:12][C:13]2[CH:33]=[CH:32][C:16]([CH2:17][O:18][C:19]3[CH:23]=[C:22]([CH2:24]O)[N:21]([C:26]4[CH:31]=[CH:30][CH:29]=[CH:28][CH:27]=4)[N:20]=3)=[CH:15][C:14]=2[O:34][CH3:35])[N:10]=1.C(P(CCCC)CCCC)CCC.[NH:50]1[CH:54]=[N:53][CH:52]=[N:51]1.N(C(N1CCCCC1)=O)=NC(N1CCCCC1)=O, predict the reaction product. The product is: [O:1]1[CH:5]=[CH:4][CH:3]=[C:2]1[C:6]1[O:7][C:8]([CH3:36])=[C:9]([CH2:11][O:12][C:13]2[CH:33]=[CH:32][C:16]([CH2:17][O:18][C:19]3[CH:23]=[C:22]([CH2:24][N:50]4[CH:54]=[N:53][CH:52]=[N:51]4)[N:21]([C:26]4[CH:27]=[CH:28][CH:29]=[CH:30][CH:31]=4)[N:20]=3)=[CH:15][C:14]=2[O:34][CH3:35])[N:10]=1. (3) Given the reactants [CH2:1]([Li])CCC.CCCCCC.[Cl:12][C:13]1[CH:14]=[C:15]([C@H:20]2[C@H:26]([CH:27]=O)[O:25][CH2:24][CH2:23][N:22]([C:29]([O:31][C:32]([CH3:35])([CH3:34])[CH3:33])=[O:30])[CH2:21]2)[CH:16]=[CH:17][C:18]=1[Cl:19].O, predict the reaction product. The product is: [Cl:12][C:13]1[CH:14]=[C:15]([C@H:20]2[C@H:26]([CH:27]=[CH2:1])[O:25][CH2:24][CH2:23][N:22]([C:29]([O:31][C:32]([CH3:34])([CH3:35])[CH3:33])=[O:30])[CH2:21]2)[CH:16]=[CH:17][C:18]=1[Cl:19]. (4) Given the reactants [CH2:1]([NH:13][C:14]([C:16]1[CH:21]=[CH:20][C:19]([NH:22]C(=O)OC(C)(C)C)=[CH:18][CH:17]=1)=[O:15])[CH2:2][CH2:3][CH2:4][CH2:5][CH2:6][CH2:7][CH2:8][CH2:9][CH2:10][CH2:11][CH3:12].FC(F)(F)C(O)=O, predict the reaction product. The product is: [NH2:22][C:19]1[CH:18]=[CH:17][C:16]([C:14]([NH:13][CH2:1][CH2:2][CH2:3][CH2:4][CH2:5][CH2:6][CH2:7][CH2:8][CH2:9][CH2:10][CH2:11][CH3:12])=[O:15])=[CH:21][CH:20]=1. (5) Given the reactants [C:1]([O:5][C:6]([NH:8][C@H:9]([C:18]([O:20][C:21]([CH3:24])([CH3:23])[CH3:22])=[O:19])[CH2:10][C:11]1[CH:16]=[CH:15][C:14]([OH:17])=[CH:13][CH:12]=1)=[O:7])([CH3:4])([CH3:3])[CH3:2].CCN(C(C)C)C(C)C.[F:34][C:35]([F:54])([F:53])[S:36](N(C1C=CC=CC=1)[S:36]([C:35]([F:54])([F:53])[F:34])(=[O:38])=[O:37])(=[O:38])=[O:37].O.C(O)(=O)CC(CC(O)=O)(C(O)=O)O.C(=O)(O)[O-].[Na+], predict the reaction product. The product is: [C:1]([O:5][C:6]([NH:8][C@@H:9]([CH2:10][C:11]1[CH:12]=[CH:13][C:14]([O:17][S:36]([C:35]([F:54])([F:53])[F:34])(=[O:38])=[O:37])=[CH:15][CH:16]=1)[C:18]([O:20][C:21]([CH3:24])([CH3:23])[CH3:22])=[O:19])=[O:7])([CH3:3])([CH3:4])[CH3:2].